From a dataset of Catalyst prediction with 721,799 reactions and 888 catalyst types from USPTO. Predict which catalyst facilitates the given reaction. (1) Reactant: [CH:1]1([CH:6]([C:8]2[CH:12]=[CH:11][S:10][CH:9]=2)[NH2:7])[CH2:5][CH2:4][CH2:3][CH2:2]1.[I:13][C:14]1[C:22]2[C:17](=[CH:18][CH:19]=[C:20]([C:23](O)=[O:24])[CH:21]=2)[NH:16][N:15]=1.CCN(C(C)C)C(C)C.CN(C(ON1N=NC2C=CC=CC1=2)=[N+](C)C)C.[B-](F)(F)(F)F. Product: [CH:1]1([CH:6]([C:8]2[CH:12]=[CH:11][S:10][CH:9]=2)[NH:7][C:23]([C:20]2[CH:21]=[C:22]3[C:17](=[CH:18][CH:19]=2)[NH:16][N:15]=[C:14]3[I:13])=[O:24])[CH2:2][CH2:3][CH2:4][CH2:5]1. The catalyst class is: 18. (2) Reactant: [CH3:1][C:2]1([CH3:17])[NH:8][CH2:7][C:6]2[CH:9]=[CH:10][C:11]([C:13]([O:15][CH3:16])=[O:14])=[CH:12][C:5]=2[O:4][CH2:3]1.CCN(CC)CC.[C:25](Cl)(=[O:27])[CH3:26]. Product: [C:25]([N:8]1[CH2:7][C:6]2[CH:9]=[CH:10][C:11]([C:13]([O:15][CH3:16])=[O:14])=[CH:12][C:5]=2[O:4][CH2:3][C:2]1([CH3:17])[CH3:1])(=[O:27])[CH3:26]. The catalyst class is: 2.